From a dataset of Reaction yield outcomes from USPTO patents with 853,638 reactions. Predict the reaction yield, written as a fraction of the theoretical maximum amount of product (1.0 means a 100% yield; for example, 0.34 means a 34% yield). (1) The reactants are [C:1]1([C:7]2[C:15]3[C:10](=[N:11][CH:12]=[C:13]([C:16]4[CH:17]=[C:18]([OH:22])[CH:19]=[CH:20][CH:21]=4)[CH:14]=3)[NH:9][CH:8]=2)[CH2:6][CH2:5][CH2:4][CH2:3][CH:2]=1. The catalyst is CO.[Pd]. The product is [CH:1]1([C:7]2[C:15]3[C:10](=[N:11][CH:12]=[C:13]([C:16]4[CH:17]=[C:18]([OH:22])[CH:19]=[CH:20][CH:21]=4)[CH:14]=3)[NH:9][CH:8]=2)[CH2:2][CH2:3][CH2:4][CH2:5][CH2:6]1. The yield is 0.370. (2) The reactants are Cl.[CH3:2][NH:3][OH:4].[CH3:5][O-:6].[Na+].[Br:8][C:9]1[CH:10]=[C:11]2C(=[CH:17][CH:18]=1)O[CH:14]([C:19]1[CH:24]=[CH:23][C:22]([O:25][C:26]([F:29])([F:28])[F:27])=[CH:21][CH:20]=1)[CH2:13]/[C:12]/2=[N:30]\[C:31]#[N:32]. The catalyst is CO. The product is [Br:8][C:9]1[CH:10]=[C:11]2[C:12]3([O:4][N:3]([CH3:2])[C:31]([NH2:32])=[N:30]3)[CH2:13][CH:14]([C:19]3[CH:20]=[CH:21][C:22]([O:25][C:26]([F:27])([F:28])[F:29])=[CH:23][CH:24]=3)[O:6][C:5]2=[CH:17][CH:18]=1. The yield is 0.200. (3) The reactants are [OH:1][C:2]1[CH:7]=[CH:6][C:5]([C:8](=[O:12])[CH2:9][CH2:10][CH3:11])=[CH:4][CH:3]=1.Cl[CH2:14][CH2:15][O:16][CH2:17][CH2:18][OH:19].C([O-])([O-])=O.[K+].[K+]. The catalyst is CC(C)=O. The product is [OH:19][CH2:18][CH2:17][O:16][CH2:15][CH2:14][O:1][C:2]1[CH:3]=[CH:4][C:5]([C:8](=[O:12])[CH2:9][CH2:10][CH3:11])=[CH:6][CH:7]=1. The yield is 0.850. (4) The reactants are [NH2:1][C:2]1[CH:7]=[CH:6][C:5]([N:8]2[CH2:12][CH2:11][CH2:10][C:9]2=[O:13])=[CH:4][CH:3]=1.CN(C)C1C=CC=CC=1.Cl[C:24]([O:26][CH2:27][C:28]1[CH:33]=[CH:32][CH:31]=[CH:30][CH:29]=1)=[O:25].C(OCC)(=O)C. The catalyst is O1CCCC1. The product is [O:13]=[C:9]1[CH2:10][CH2:11][CH2:12][N:8]1[C:5]1[CH:6]=[CH:7][C:2]([NH:1][C:24](=[O:25])[O:26][CH2:27][C:28]2[CH:33]=[CH:32][CH:31]=[CH:30][CH:29]=2)=[CH:3][CH:4]=1. The yield is 0.738. (5) The reactants are O[N:2]=[C:3]([C:9](=[O:11])[CH3:10])[C:4]([O:6][CH2:7][CH3:8])=[O:5].[C:12](OC(=O)C)(=[O:14])[CH3:13]. The catalyst is CCO.[Pd]. The product is [C:12]([NH:2][CH:3]([C:9](=[O:11])[CH3:10])[C:4]([O:6][CH2:7][CH3:8])=[O:5])(=[O:14])[CH3:13]. The yield is 0.860. (6) The reactants are [Cl:1][C:2]1[C:9]([OH:10])=[CH:8][CH:7]=[C:6]([Cl:11])[C:3]=1[CH:4]=O.[NH:12]1[CH2:16][CH2:15][CH2:14][CH2:13]1.C(O[BH-](OC(=O)C)OC(=O)C)(=O)C.[Na+].C([O-])([O-])=O.[K+].[K+]. The catalyst is ClCCl.O. The product is [Cl:1][C:2]1[C:3]([CH2:4][N:12]2[CH2:16][CH2:15][CH2:14][CH2:13]2)=[C:6]([Cl:11])[CH:7]=[CH:8][C:9]=1[OH:10]. The yield is 0.730. (7) The reactants are [OH:1][CH2:2][CH:3]([CH2:21][OH:22])[CH2:4][O:5][C:6]1[CH:13]=[C:12]([O:14][CH3:15])[C:11]([C:16]2[S:17][CH:18]=[CH:19][CH:20]=2)=[CH:10][C:7]=1[CH:8]=O.[C:23]([C:26]1[CH:34]=[CH:33][C:29]([C:30]([OH:32])=[O:31])=[CH:28][CH:27]=1)(=[O:25])[CH3:24]. No catalyst specified. The product is [OH:1][CH2:2][CH:3]([CH2:21][OH:22])[CH2:4][O:5][C:6]1[CH:13]=[C:12]([O:14][CH3:15])[C:11]([C:16]2[S:17][CH:18]=[CH:19][CH:20]=2)=[CH:10][C:7]=1/[CH:8]=[CH:24]/[C:23]([C:26]1[CH:34]=[CH:33][C:29]([C:30]([OH:32])=[O:31])=[CH:28][CH:27]=1)=[O:25]. The yield is 0.610. (8) The reactants are Cl[C:2]1[N:7]=[C:6]([NH:8][C:9]2[CH:18]=[CH:17][CH:16]=[CH:15][C:10]=2[C:11]([NH:13][CH3:14])=[O:12])[C:5]([Br:19])=[CH:4][N:3]=1.[CH3:20][O:21][C:22]1[C:23]([NH2:37])=[CH:24][C:25]2[CH2:31][CH2:30][N:29]([CH2:32][CH2:33][O:34][CH3:35])[CH2:28][CH2:27][C:26]=2[CH:36]=1.Cl. The catalyst is C(O)CCC.O1CCOCC1. The product is [Br:19][C:5]1[C:6]([NH:8][C:9]2[CH:18]=[CH:17][CH:16]=[CH:15][C:10]=2[C:11]([NH:13][CH3:14])=[O:12])=[N:7][C:2]([NH:37][C:23]2[C:22]([O:21][CH3:20])=[CH:36][C:26]3[CH2:27][CH2:28][N:29]([CH2:32][CH2:33][O:34][CH3:35])[CH2:30][CH2:31][C:25]=3[CH:24]=2)=[N:3][CH:4]=1. The yield is 0.250. (9) The reactants are [N:1]([CH2:4][C:5]1[CH:6]=[CH:7][C:8]2[C:14]3[S:15][C:16]([C:18]([N:20]([C:22]4[CH:27]=[CH:26][CH:25]=[CH:24][C:23]=4[Cl:28])[CH3:21])=[O:19])=[CH:17][C:13]=3[CH2:12][CH2:11][O:10][C:9]=2[CH:29]=1)=[N+]=[N-]. The catalyst is CO.[Pd]. The product is [NH2:1][CH2:4][C:5]1[CH:6]=[CH:7][C:8]2[C:14]3[S:15][C:16]([C:18]([N:20]([C:22]4[CH:27]=[CH:26][CH:25]=[CH:24][C:23]=4[Cl:28])[CH3:21])=[O:19])=[CH:17][C:13]=3[CH2:12][CH2:11][O:10][C:9]=2[CH:29]=1. The yield is 0.590.